Dataset: Catalyst prediction with 721,799 reactions and 888 catalyst types from USPTO. Task: Predict which catalyst facilitates the given reaction. Reactant: C(O[C:4]([C:6]1[CH:7]=[C:8]2[C:13](=[CH:14][CH:15]=1)[C:11](=[O:12])[O:10][CH2:9]2)=[O:5])C.[NH2:16][C:17]([CH3:21])([CH3:20])[CH2:18][OH:19]. Product: [OH:19][CH2:18][C:17]([NH:16][C:4]([C:6]1[CH:7]=[C:8]2[C:13](=[CH:14][CH:15]=1)[C:11](=[O:12])[O:10][CH2:9]2)=[O:5])([CH3:21])[CH3:20]. The catalyst class is: 11.